Task: Regression. Given two drug SMILES strings and cell line genomic features, predict the synergy score measuring deviation from expected non-interaction effect.. Dataset: Merck oncology drug combination screen with 23,052 pairs across 39 cell lines (1) Cell line: SKOV3. Drug 2: Cn1nnc2c(C(N)=O)ncn2c1=O. Synergy scores: synergy=-8.80. Drug 1: COc1cccc2c1C(=O)c1c(O)c3c(c(O)c1C2=O)CC(O)(C(=O)CO)CC3OC1CC(N)C(O)C(C)O1. (2) Drug 1: CN(Cc1cnc2nc(N)nc(N)c2n1)c1ccc(C(=O)NC(CCC(=O)O)C(=O)O)cc1. Drug 2: CCc1cnn2c(NCc3ccc[n+]([O-])c3)cc(N3CCCCC3CCO)nc12. Cell line: SKOV3. Synergy scores: synergy=-6.78. (3) Drug 1: CN(C)C(=N)N=C(N)N. Drug 2: NC1(c2ccc(-c3nc4ccn5c(=O)[nH]nc5c4cc3-c3ccccc3)cc2)CCC1. Cell line: CAOV3. Synergy scores: synergy=-8.36. (4) Drug 1: N.N.O=C(O)C1(C(=O)O)CCC1.[Pt]. Drug 2: N#Cc1ccc(Cn2cncc2CN2CCN(c3cccc(Cl)c3)C(=O)C2)cc1. Cell line: NCIH1650. Synergy scores: synergy=-15.0. (5) Drug 1: COc1cccc2c1C(=O)c1c(O)c3c(c(O)c1C2=O)CC(O)(C(=O)CO)CC3OC1CC(N)C(O)C(C)O1. Drug 2: CS(=O)(=O)CCNCc1ccc(-c2ccc3ncnc(Nc4ccc(OCc5cccc(F)c5)c(Cl)c4)c3c2)o1. Cell line: A427. Synergy scores: synergy=-4.17. (6) Drug 1: C=CCn1c(=O)c2cnc(Nc3ccc(N4CCN(C)CC4)cc3)nc2n1-c1cccc(C(C)(C)O)n1. Drug 2: O=C(NOCC(O)CO)c1ccc(F)c(F)c1Nc1ccc(I)cc1F. Cell line: MSTO. Synergy scores: synergy=14.6.